This data is from Reaction yield outcomes from USPTO patents with 853,638 reactions. The task is: Predict the reaction yield, written as a fraction of the theoretical maximum amount of product (1.0 means a 100% yield; for example, 0.34 means a 34% yield). (1) The reactants are [OH-].[Na+].[CH3:3][O:4][CH:5]([O:8][CH3:9])[CH2:6][NH2:7].[C:10](Cl)(=[O:13])[CH:11]=[CH2:12].[Cl-].[Na+]. The product is [CH3:3][O:4][CH:5]([O:8][CH3:9])[CH2:6][NH:7][C:10](=[O:13])[CH:11]=[CH2:12]. The yield is 0.810. The catalyst is O.OC1CC(C)(C)[NH+]([O-])C(C)(C)C1. (2) The reactants are [CH:1](=O)[C:2]1[CH:7]=[CH:6][C:5]([O:8][CH3:9])=[CH:4][CH:3]=1.[C:11](#[N:15])[CH2:12][C:13]#[N:14].[C:16]([CH2:18][C:19]([NH2:21])=[S:20])#[N:17].O. The catalyst is N1CCCCC1.C(O)C. The product is [NH2:14][C:13]1[S:20][C:19]([NH2:21])=[C:18]([C:16]#[N:17])[CH:1]([C:2]2[CH:7]=[CH:6][C:5]([O:8][CH3:9])=[CH:4][CH:3]=2)[C:12]=1[C:11]#[N:15]. The yield is 0.400. (3) The reactants are [C:1]([NH:5][C:6]1[CH:11]=[C:10]([O:12][CH2:13][CH2:14][C:15]2[CH:19]=[CH:18][S:17][CH:16]=2)[C:9](I)=[CH:8][N:7]=1)([CH3:4])([CH3:3])[CH3:2].C1(P(C2C=CC=CC=2)C2C=CC=CC=2)C=CC=CC=1. The catalyst is C([O-])(=O)C.[Pd+2].C([O-])(=O)C. The product is [C:1]([NH:5][C:6]1[N:7]=[CH:8][C:9]2[C:16]3[S:17][CH:18]=[CH:19][C:15]=3[CH2:14][CH2:13][O:12][C:10]=2[CH:11]=1)([CH3:4])([CH3:3])[CH3:2]. The yield is 0.420. (4) The product is [NH:7]1[CH2:12][CH2:11][CH2:10][N:9]2[CH2:13][CH2:14][CH2:15][CH:8]12. The catalyst is O. The yield is 0.660. The reactants are COC(C)(C)C.[N:7]1[CH2:12][CH2:11][CH2:10][N:9]2[CH2:13][CH2:14][CH2:15][C:8]=12.[H-].[Al+3].[Li+].[H-].[H-].[H-].[OH-].[Na+]. (5) The yield is 0.190. The product is [OH:4][CH2:5][CH2:6][CH2:7][C:8]1[CH:9]=[C:10]2[C:14](=[CH:15][CH:16]=1)[NH:13][CH:12]=[C:11]2[C:17](=[O:37])[CH:18]([NH:28][C:29]1[CH:30]=[N:31][CH:32]=[C:33]([O:35][CH3:36])[CH:34]=1)[C:19]1[CH:27]=[C:22]2[CH:23]=[CH:24][CH:25]=[CH:26][N:21]2[N:20]=1. The reactants are C([O:4][CH2:5][CH2:6][CH2:7][C:8]1[CH:9]=[C:10]2[C:14](=[CH:15][CH:16]=1)[NH:13][CH:12]=[C:11]2[C:17](=[O:37])[CH:18]([NH:28][C:29]1[CH:30]=[N:31][CH:32]=[C:33]([O:35][CH3:36])[CH:34]=1)[C:19]1[CH:27]=[C:22]2[CH:23]=[CH:24][CH:25]=[CH:26][N:21]2[N:20]=1)(=O)C.C1COCC1.O.C(=O)([O-])[O-].[K+].[K+]. The catalyst is CO. (6) The reactants are F[P-](F)(F)(F)(F)F.N1(OC(N(C)C)=[N+](C)C)C2N=CC=CC=2N=N1.[C:25]([O:29][C:30]([N:32]1[CH2:37][CH2:36][C:35]([C:41]#[N:42])([C:38]([OH:40])=O)[CH2:34][CH2:33]1)=[O:31])([CH3:28])([CH3:27])[CH3:26].[Cl:43][C:44]1[CH:49]=[CH:48][C:47]([C@H:50]([NH2:52])[CH3:51])=[CH:46][CH:45]=1.CCN(C(C)C)C(C)C. The catalyst is CC(N(C)C)=O. The product is [Cl:43][C:44]1[CH:49]=[CH:48][C:47]([C@H:50]([NH:52][C:38]([C:35]2([C:41]#[N:42])[CH2:34][CH2:33][N:32]([C:30]([O:29][C:25]([CH3:26])([CH3:27])[CH3:28])=[O:31])[CH2:37][CH2:36]2)=[O:40])[CH3:51])=[CH:46][CH:45]=1. The yield is 0.940. (7) The reactants are C=C[C:3]1[CH:8]=[CH:7][CH:6]=[CH:5][CH:4]=1.[Cl-].C([Al+][CH2:13][CH3:14])C.[CH2:15]=[CH2:16]. The catalyst is ClCCl. The product is [C:3]1([CH:13]([CH3:14])[CH:15]=[CH2:16])[CH:8]=[CH:7][CH:6]=[CH:5][CH:4]=1. The yield is 0.890.